This data is from Forward reaction prediction with 1.9M reactions from USPTO patents (1976-2016). The task is: Predict the product of the given reaction. (1) Given the reactants [CH3:1][N:2]1[CH2:8][CH2:7][CH:6]([OH:9])[C:5]2[CH:10]=[CH:11][O:12][C:4]=2[CH2:3]1.[Cl:13][C:14]1[CH:19]=[CH:18][C:17]([Cl:20])=[CH:16][C:15]=1F, predict the reaction product. The product is: [ClH:13].[Cl:13][C:14]1[CH:19]=[CH:18][C:17]([Cl:20])=[CH:16][C:15]=1[O:9][CH:6]1[CH2:7][CH2:8][N:2]([CH3:1])[CH2:3][C:4]2[O:12][CH:11]=[CH:10][C:5]1=2. (2) Given the reactants [C:1]([O:5][C:6]([N:8]1[CH2:13][CH2:12][C:11](=O)[C:10]([F:16])([F:15])[CH2:9]1)=[O:7])([CH3:4])([CH3:3])[CH3:2].[CH2:17]([NH2:24])[C:18]1[CH:23]=[CH:22][CH:21]=[CH:20][CH:19]=1.C(O[BH-](OC(=O)C)OC(=O)C)(=O)C.[Na+].[C@H](O)(C([O-])=O)[C@@H](O)C([O-])=O.[Na+].[K+], predict the reaction product. The product is: [C:1]([O:5][C:6]([N:8]1[CH2:13][CH2:12][CH:11]([NH:24][CH2:17][C:18]2[CH:23]=[CH:22][CH:21]=[CH:20][CH:19]=2)[C:10]([F:16])([F:15])[CH2:9]1)=[O:7])([CH3:4])([CH3:3])[CH3:2]. (3) Given the reactants [Br:1][C:2]1[CH:7]=[CH:6][C:5]2[C:8]3[C:13](=O)[NH:12][CH:11]=[N:10][C:9]=3[S:15][C:4]=2[CH:3]=1.O=P(Cl)(Cl)[Cl:18], predict the reaction product. The product is: [Br:1][C:2]1[CH:7]=[CH:6][C:5]2[C:8]3[C:13]([Cl:18])=[N:12][CH:11]=[N:10][C:9]=3[S:15][C:4]=2[CH:3]=1.